Dataset: Catalyst prediction with 721,799 reactions and 888 catalyst types from USPTO. Task: Predict which catalyst facilitates the given reaction. (1) Reactant: [O:1]1[CH2:6][CH2:5][N:4]([C:7]([CH:9]2[CH2:14][CH2:13][NH:12][CH2:11][CH2:10]2)=[O:8])[CH2:3][CH2:2]1.[Cl:15][C:16]1[CH:17]=[N:18][CH:19]=[C:20]([Cl:23])[C:21]=1Cl.C(N(CC)CC)C. Product: [Cl:15][C:16]1[CH:17]=[N:18][CH:19]=[C:20]([Cl:23])[C:21]=1[N:12]1[CH2:13][CH2:14][CH:9]([C:7]([N:4]2[CH2:3][CH2:2][O:1][CH2:6][CH2:5]2)=[O:8])[CH2:10][CH2:11]1. The catalyst class is: 37. (2) Reactant: [Cl:1][C:2]1[CH:3]=[C:4]([C:8]2[CH:9]=[C:10]([OH:20])[C:11]([NH:14][CH2:15][C:16]([O:18]C)=[O:17])=[N:12][CH:13]=2)[CH:5]=[CH:6][CH:7]=1.O1CCCC1.[OH-].[Na+].Cl. Product: [Cl:1][C:2]1[CH:3]=[C:4]([C:8]2[CH:9]=[C:10]([OH:20])[C:11]([NH:14][CH2:15][C:16]([OH:18])=[O:17])=[N:12][CH:13]=2)[CH:5]=[CH:6][CH:7]=1. The catalyst class is: 195. (3) Reactant: [Cl:1][C:2]1[N:7]=[C:6](Cl)[C:5]([C:9]2[C:10]3[CH:17]=[CH:16][NH:15][C:11]=3[N:12]=[CH:13][N:14]=2)=[CH:4][N:3]=1.[CH3:18][C:19]1[CH:28]=[CH:27][C:26]2[C:25]([NH:29][C:30]3[CH:35]=[C:34]([C:36]([F:39])([F:38])[F:37])[CH:33]=[CH:32][C:31]=3[CH3:40])=[N:24][CH:23]=[CH:22][C:21]=2[C:20]=1[NH2:41].CCN(C(C)C)C(C)C.C([O-])(O)=O.[Na+]. Product: [Cl:1][C:2]1[N:7]=[C:6]([NH:41][C:20]2[C:21]3[CH:22]=[CH:23][N:24]=[C:25]([NH:29][C:30]4[CH:35]=[C:34]([C:36]([F:39])([F:37])[F:38])[CH:33]=[CH:32][C:31]=4[CH3:40])[C:26]=3[CH:27]=[CH:28][C:19]=2[CH3:18])[C:5]([C:9]2[C:10]3[CH:17]=[CH:16][NH:15][C:11]=3[N:12]=[CH:13][N:14]=2)=[CH:4][N:3]=1. The catalyst class is: 16. (4) Reactant: [OH:1][CH2:2][C:3]1[NH:4][C:5]([C:8]([NH:10][CH2:11][CH:12]([CH3:14])[CH3:13])=[O:9])=[CH:6][N:7]=1. Product: [CH:2]([C:3]1[NH:4][C:5]([C:8]([NH:10][CH2:11][CH:12]([CH3:14])[CH3:13])=[O:9])=[CH:6][N:7]=1)=[O:1]. The catalyst class is: 177.